This data is from HIV replication inhibition screening data with 41,000+ compounds from the AIDS Antiviral Screen. The task is: Binary Classification. Given a drug SMILES string, predict its activity (active/inactive) in a high-throughput screening assay against a specified biological target. The drug is CC(C1=CC(=O)c2c(O)ccc(O)c2C1=O)C1=CC(=O)c2c(O)ccc(O)c2C1=O. The result is 0 (inactive).